This data is from Reaction yield outcomes from USPTO patents with 853,638 reactions. The task is: Predict the reaction yield, written as a fraction of the theoretical maximum amount of product (1.0 means a 100% yield; for example, 0.34 means a 34% yield). (1) The reactants are [CH2:1]=[C:2]1[CH2:7][CH2:6][N:5]([C:8]([O:10][C:11]([CH3:14])([CH3:13])[CH3:12])=[O:9])[CH2:4][CH2:3]1.[Na+].[I-].C[Si](C)(C)[C:19](F)([F:21])[F:20]. The catalyst is C1COCC1. The product is [F:20][C:19]1([F:21])[C:2]2([CH2:7][CH2:6][N:5]([C:8]([O:10][C:11]([CH3:14])([CH3:13])[CH3:12])=[O:9])[CH2:4][CH2:3]2)[CH2:1]1. The yield is 0.960. (2) The product is [CH3:1][N:2]1[CH2:3][CH2:4][N:5]([CH2:8][CH2:9][CH2:10][N:11]2[C:12]3[CH:17]=[CH:16][CH:15]=[CH:14][C:13]=3[N:18]=[C:22]2[C:23]2[C:24]([NH2:25])=[N:26][O:27][N:28]=2)[CH2:6][CH2:7]1. The reactants are [CH3:1][N:2]1[CH2:7][CH2:6][N:5]([CH2:8][CH2:9][CH2:10][NH:11][C:12]2[C:13]([NH2:18])=[CH:14][CH:15]=[CH:16][CH:17]=2)[CH2:4][CH2:3]1.CC1N=[C:22](O)[C:23]2[C:24](=[N:26][O:27][N:28]=2)[N:25]=1. The catalyst is C(O)(=O)C. The yield is 0.490. (3) The reactants are O.[NH2:2][NH2:3].[CH2:4]([O:6][C:7](=[O:19])[C:8](=O)[CH2:9][C:10](=O)[CH2:11][CH2:12][CH2:13][CH:14]([CH3:16])[CH3:15])[CH3:5]. The catalyst is CCO. The product is [CH2:4]([O:6][C:7]([C:8]1[CH:9]=[C:10]([CH2:11][CH2:12][CH2:13][CH:14]([CH3:16])[CH3:15])[NH:3][N:2]=1)=[O:19])[CH3:5]. The yield is 0.631. (4) The catalyst is O. The reactants are [OH:1][C:2]1[NH:3][C:4]2[C:9]([C:10]=1[C:11]1[C:20]3[C:15](=[CH:16][C:17]([O:21][CH2:22][CH2:23][O:24][CH3:25])=[CH:18][CH:19]=3)[N:14]=[CH:13][N:12]=1)=[CH:8][C:7]([C:26]([O:28]C)=[O:27])=[CH:6][CH:5]=2.CO.[OH-].[Na+]. The product is [OH:1][C:2]1[NH:3][C:4]2[C:9]([C:10]=1[C:11]1[C:20]3[C:15](=[CH:16][C:17]([O:21][CH2:22][CH2:23][O:24][CH3:25])=[CH:18][CH:19]=3)[N:14]=[CH:13][N:12]=1)=[CH:8][C:7]([C:26]([OH:28])=[O:27])=[CH:6][CH:5]=2. The yield is 0.850. (5) The reactants are [OH:1][N:2]1[CH2:7][CH2:6][O:5][CH2:4][CH2:3]1.[CH:8]1([Mg]Cl)[CH2:12][CH2:11][CH2:10][CH2:9]1.[Cl-].[NH4+]. The catalyst is ClCCl.O=[Mn]=O. The product is [CH:8]1([CH:3]2[CH2:4][O:5][CH2:6][CH2:7][N:2]2[OH:1])[CH2:12][CH2:11][CH2:10][CH2:9]1. The yield is 0.290. (6) The reactants are [CH2:1]([N:8]1[CH2:13][CH2:12][C:11]2([C:21]3[C:16](=[CH:17][CH:18]=[CH:19][C:20]=3[Br:22])[NH:15][CH2:14]2)[CH2:10][CH2:9]1)[C:2]1[CH:7]=[CH:6][CH:5]=[CH:4][CH:3]=1.[CH3:23][C:24]([O:27][C:28](O[C:28]([O:27][C:24]([CH3:26])([CH3:25])[CH3:23])=[O:29])=[O:29])([CH3:26])[CH3:25]. The catalyst is C(Cl)Cl.[NH4+].[Cl-]. The product is [CH2:1]([N:8]1[CH2:13][CH2:12][C:11]2([C:21]3[C:16](=[CH:17][CH:18]=[CH:19][C:20]=3[Br:22])[N:15]([C:28]([O:27][C:24]([CH3:26])([CH3:25])[CH3:23])=[O:29])[CH2:14]2)[CH2:10][CH2:9]1)[C:2]1[CH:7]=[CH:6][CH:5]=[CH:4][CH:3]=1. The yield is 0.840. (7) The reactants are [Br:1][C:2]1[C:23]([O:24][CH3:25])=[CH:22][C:5]2[N:6]([CH2:9][C:10]3[CH:21]=[CH:20][C:13]4[N:14]=[C:15](S(C)=O)[S:16][C:12]=4[CH:11]=3)[CH:7]=[N:8][C:4]=2[CH:3]=1.[NH2:26][C@@H:27]1[C:35]2[C:30](=[CH:31][CH:32]=[CH:33][CH:34]=2)[CH2:29][C@H:28]1[OH:36].CCN(C(C)C)C(C)C. No catalyst specified. The product is [Br:1][C:2]1[C:23]([O:24][CH3:25])=[CH:22][C:5]2[N:6]([CH2:9][C:10]3[CH:21]=[CH:20][C:13]4[N:14]=[C:15]([NH:26][C@@H:27]5[C:35]6[C:30](=[CH:31][CH:32]=[CH:33][CH:34]=6)[CH2:29][C@H:28]5[OH:36])[S:16][C:12]=4[CH:11]=3)[CH:7]=[N:8][C:4]=2[CH:3]=1. The yield is 0.200. (8) The yield is 0.723. The product is [CH3:1][C:2]1[CH:3]=[C:4]([CH:35]=[C:36]([CH3:38])[CH:37]=1)[C:5]([N:7]([C@H:28]([CH2:33][CH3:34])[C:29]([CH3:31])([CH3:30])[CH3:32])[NH:8][C:9]([C:10]1[CH:15]=[CH:14][C:13]2[CH:16]=[N:40][O:19][B:18]([OH:22])[C:12]=2[CH:11]=1)=[O:27])=[O:6]. The catalyst is CCO. The reactants are [CH3:1][C:2]1[CH:3]=[C:4]([CH:35]=[C:36]([CH3:38])[CH:37]=1)[C:5]([N:7]([C@H:28]([CH2:33][CH3:34])[C:29]([CH3:32])([CH3:31])[CH3:30])[NH:8][C:9](=[O:27])[C:10]1[CH:15]=[CH:14][C:13]([CH:16]=O)=[C:12]([B:18]2[O:22]C(C)(C)C(C)(C)[O:19]2)[CH:11]=1)=[O:6].Cl.[NH2:40]O.C(Cl)Cl. (9) The reactants are [ClH:1].[C:2]1([N:8]([CH2:32][CH2:33][C:34]([O:36]CC)=[O:35])[C:9]([C:11]2[CH:12]=[CH:13][C:14]3[S:18][C:17]([CH2:19][N:20]([C:22]4[CH:27]=[CH:26][C:25]([C:28](=[NH:30])[NH2:29])=[CH:24][CH:23]=4)[CH3:21])=[N:16][C:15]=3[CH:31]=2)=[O:10])[CH:7]=[CH:6][CH:5]=[CH:4][CH:3]=1.[OH-].[Na+]. The catalyst is CO. The product is [ClH:1].[C:2]1([N:8]([CH2:32][CH2:33][C:34]([OH:36])=[O:35])[C:9]([C:11]2[CH:12]=[CH:13][C:14]3[S:18][C:17]([CH2:19][N:20]([C:22]4[CH:27]=[CH:26][C:25]([C:28](=[NH:29])[NH2:30])=[CH:24][CH:23]=4)[CH3:21])=[N:16][C:15]=3[CH:31]=2)=[O:10])[CH:7]=[CH:6][CH:5]=[CH:4][CH:3]=1. The yield is 0.960. (10) The reactants are Cl.Cl.[NH2:3][CH2:4][C@@:5]1([OH:13])[CH:10]2[CH2:11][CH2:12][N:7]([CH2:8][CH2:9]2)[CH2:6]1.C([O-])([O-])=O.[Cs+].[Cs+].[N:20]([C:23]1[CH:28]=[C:27]([C:29]2[CH:34]=[CH:33][N:32]=[CH:31][CH:30]=2)[N:26]=[CH:25][N:24]=1)=[C:21]=S.C(N=C=NC(C)C)(C)C. The catalyst is CN(C)C=O. The product is [N:32]1[CH:31]=[CH:30][C:29]([C:27]2[N:26]=[CH:25][N:24]=[C:23]([NH:20][C:21]3[O:13][C@:5]4([CH2:4][N:3]=3)[CH:10]3[CH2:9][CH2:8][N:7]([CH2:12][CH2:11]3)[CH2:6]4)[CH:28]=2)=[CH:34][CH:33]=1. The yield is 0.160.